From a dataset of TCR-epitope binding with 47,182 pairs between 192 epitopes and 23,139 TCRs. Binary Classification. Given a T-cell receptor sequence (or CDR3 region) and an epitope sequence, predict whether binding occurs between them. (1) The epitope is SLFNTVATLY. The TCR CDR3 sequence is CASSQGQIQATNEKLFF. Result: 0 (the TCR does not bind to the epitope). (2) The epitope is SEVGPEHSLAEY. The TCR CDR3 sequence is CASTPSSAAYNSPLHF. Result: 1 (the TCR binds to the epitope). (3) The epitope is TFYLTNDVSFL. The TCR CDR3 sequence is CASSQGLGSYEQYF. Result: 0 (the TCR does not bind to the epitope). (4) The epitope is MPASWVMRI. The TCR CDR3 sequence is CASSLFTGRNQPQHF. Result: 1 (the TCR binds to the epitope). (5) The epitope is YLDAYNMMI. The TCR CDR3 sequence is CASSLGASTDTQYF. Result: 1 (the TCR binds to the epitope). (6) The epitope is SEETGTLIV. The TCR CDR3 sequence is CASSPLAGGPYEQYF. Result: 1 (the TCR binds to the epitope). (7) The epitope is RLQSLQTYV. The TCR CDR3 sequence is CASSKSSYEQYF. Result: 0 (the TCR does not bind to the epitope).